From a dataset of Forward reaction prediction with 1.9M reactions from USPTO patents (1976-2016). Predict the product of the given reaction. (1) The product is: [F:27][C:21]1[CH:20]=[CH:19][C:18]([C:17]2[C:12]([C@@H:3]([NH:2][C:40](=[O:41])[CH2:39][N:32]3[C:33]4[CH2:34][CH2:35][CH2:36][CH2:37][C:38]=4[C:30]([C:29]([F:43])([F:28])[F:44])=[N:31]3)[CH2:4][C:5]3[CH:10]=[CH:9][CH:8]=[C:7]([F:11])[CH:6]=3)=[N:13][CH:14]=[CH:15][CH:16]=2)=[CH:26][C:22]=1[C:23]([NH2:25])=[O:24]. Given the reactants Cl.[NH2:2][C@H:3]([C:12]1[C:17]([C:18]2[CH:19]=[CH:20][C:21]([F:27])=[C:22]([CH:26]=2)[C:23]([NH2:25])=[O:24])=[CH:16][CH:15]=[CH:14][N:13]=1)[CH2:4][C:5]1[CH:10]=[CH:9][CH:8]=[C:7]([F:11])[CH:6]=1.[F:28][C:29]([F:44])([F:43])[C:30]1[C:38]2[CH2:37][CH2:36][CH2:35][CH2:34][C:33]=2[N:32]([CH2:39][C:40](O)=[O:41])[N:31]=1, predict the reaction product. (2) Given the reactants [CH3:1][C:2]1[CH:7]=[CH:6][CH:5]=[C:4]([C:8]#[C:9][CH:10]=[C:11]2[CH2:16][CH2:15][NH:14][CH2:13][CH2:12]2)[N:3]=1.Br[C:18]1[NH:22][C:21]([CH3:23])=[N:20][C:19]=1[N+:24]([O-:26])=[O:25].C(=O)(O)[O-].[K+], predict the reaction product. The product is: [CH3:1][C:2]1[CH:7]=[CH:6][CH:5]=[C:4]([C:8]#[C:9][CH:10]=[C:11]2[CH2:12][CH2:13][N:14]([C:18]3[NH:22][C:21]([CH3:23])=[N:20][C:19]=3[N+:24]([O-:26])=[O:25])[CH2:15][CH2:16]2)[N:3]=1. (3) The product is: [CH2:17]([N:13]1[CH2:14][CH2:15][CH2:16][C:11]2([CH2:10][C:9](=[O:28])[C:8]3[C:25](=[CH:26][CH:27]=[C:6](/[CH:5]=[CH:4]/[C:3]([OH:29])=[O:2])[CH:7]=3)[O:24]2)[CH2:12]1)[C:18]1[CH:19]=[CH:20][CH:21]=[CH:22][CH:23]=1. Given the reactants C[O:2][C:3](=[O:29])/[CH:4]=[CH:5]/[C:6]1[CH:7]=[C:8]2[C:25](=[CH:26][CH:27]=1)[O:24][C:11]1([CH2:16][CH2:15][CH2:14][N:13]([CH2:17][C:18]3[CH:23]=[CH:22][CH:21]=[CH:20][CH:19]=3)[CH2:12]1)[CH2:10][C:9]2=[O:28].[OH-].[Na+], predict the reaction product. (4) Given the reactants C(OC(=O)[NH:10][C:11]1[CH:16]=[CH:15][C:14]([C:17]2[CH:22]=[CH:21][CH:20]=[CH:19][CH:18]=2)=[CH:13][C:12]=1[NH:23][C:24](=[O:40])[C:25]1[CH:30]=[CH:29][C:28]([Si:31]([OH:39])([CH3:38])[C:32]2[CH:37]=[CH:36][CH:35]=[CH:34][CH:33]=2)=[CH:27][CH:26]=1)C1C=CC=CC=1.[H][H].C([O-])(O)=O.[Na+], predict the reaction product. The product is: [NH2:10][C:11]1[CH:16]=[CH:15][C:14]([C:17]2[CH:18]=[CH:19][CH:20]=[CH:21][CH:22]=2)=[CH:13][C:12]=1[NH:23][C:24](=[O:40])[C:25]1[CH:30]=[CH:29][C:28]([Si:31]([OH:39])([CH3:38])[C:32]2[CH:33]=[CH:34][CH:35]=[CH:36][CH:37]=2)=[CH:27][CH:26]=1. (5) The product is: [ClH:26].[ClH:28].[N:1]1[CH:6]=[CH:5][CH:4]=[C:3]([CH2:7][NH:8][C:9]([C:11]2[CH:15]=[C:14]([NH:16][C:17](=[O:27])[C:18]3[CH:23]=[C:22]([F:24])[C:21]([F:25])=[CH:20][C:19]=3[Cl:26])[NH:13][N:12]=2)=[O:10])[CH:2]=1. Given the reactants [N:1]1[CH:6]=[CH:5][CH:4]=[C:3]([CH2:7][NH:8][C:9]([C:11]2[CH:15]=[C:14]([NH:16][C:17](=[O:27])[C:18]3[CH:23]=[C:22]([F:24])[C:21]([F:25])=[CH:20][C:19]=3[Cl:26])[NH:13][N:12]=2)=[O:10])[CH:2]=1.[ClH:28].C(OCC)(=O)C, predict the reaction product. (6) The product is: [F:1][C:2]1[CH:3]=[C:4]([N:16]2[C:24]3[C:19](=[C:20]([OH:27])[CH:21]=[C:22]([C:25]#[N:26])[CH:23]=3)[CH:18]=[N:17]2)[CH:5]=[CH:6][C:7]=1[OH:8]. Given the reactants [F:1][C:2]1[CH:3]=[C:4]([N:16]2[C:24]3[C:19](=[C:20]([OH:27])[CH:21]=[C:22]([C:25]#[N:26])[CH:23]=3)[CH:18]=[N:17]2)[CH:5]=[CH:6][C:7]=1[O:8]CC1C=CC=CC=1, predict the reaction product. (7) Given the reactants [F:1][C:2]1[CH:7]=[C:6]([F:8])[CH:5]=[CH:4][C:3]=1[S:9]([CH:12]=[CH:13][C:14]1[C:15]([NH:23][CH3:24])=[N:16][C:17](S(C)=O)=[N:18][CH:19]=1)(=[O:11])=[O:10].[NH:25]1[C:29]2[CH:30]=[CH:31][CH:32]=[CH:33][C:28]=2[N:27]=[C:26]1[NH2:34], predict the reaction product. The product is: [NH:25]1[C:29]2[CH:30]=[CH:31][CH:32]=[CH:33][C:28]=2[N:27]=[C:26]1[NH:34][C:17]1[N:16]=[C:15]([NH:23][CH3:24])[C:14](/[CH:13]=[CH:12]/[S:9]([C:3]2[CH:4]=[CH:5][C:6]([F:8])=[CH:7][C:2]=2[F:1])(=[O:11])=[O:10])=[CH:19][N:18]=1.